Dataset: Full USPTO retrosynthesis dataset with 1.9M reactions from patents (1976-2016). Task: Predict the reactants needed to synthesize the given product. (1) Given the product [CH3:26][O:25][C:23](=[O:24])[C:22]1[CH:27]=[CH:28][C:19]([O:18][CH2:8][CH2:9][CH:10]([CH3:17])[CH2:11][CH2:12][CH2:13][CH:14]([CH3:16])[CH3:15])=[CH:20][CH:21]=1, predict the reactants needed to synthesize it. The reactants are: C(=O)([O-])[O-].[K+].[K+].Br[CH2:8][CH2:9][CH:10]([CH3:17])[CH2:11][CH2:12][CH2:13][CH:14]([CH3:16])[CH3:15].[OH:18][C:19]1[CH:28]=[CH:27][C:22]([C:23]([O:25][CH3:26])=[O:24])=[CH:21][CH:20]=1. (2) Given the product [S:20]([O:1][CH2:2][CH2:3][CH2:4][CH2:5][CH2:6][CH2:7][C:8]([O:10][CH3:11])=[O:9])(=[O:22])(=[O:21])[NH2:23], predict the reactants needed to synthesize it. The reactants are: [OH:1][CH2:2][CH2:3][CH2:4][CH2:5][CH2:6][CH2:7][C:8]([O:10][CH3:11])=[O:9].CCN(CC)CC.Cl[S:20]([N:23]=C=O)(=[O:22])=[O:21].C(O)=O. (3) Given the product [NH2:1][C:2]1[CH:7]=[CH:6][C:5]([Cl:8])=[CH:4][C:3]=1[C:9]1[N:10]=[C:11]2[CH2:18][CH2:17][C@@H:16]([C:19]([OH:21])=[O:20])[N:12]2[C:13](=[O:15])[CH:14]=1, predict the reactants needed to synthesize it. The reactants are: [NH2:1][C:2]1[CH:7]=[CH:6][C:5]([Cl:8])=[CH:4][C:3]=1[C:9]1[N:10]=[C:11]2[CH2:18][CH2:17][C@@H:16]([C:19]([O:21]CC)=[O:20])[N:12]2[C:13](=[O:15])[CH:14]=1. (4) The reactants are: C[O:2][C:3]1[C:8]([CH2:9][C:10]2[CH:15]=[CH:14][C:13]([O:16][CH3:17])=[CH:12][CH:11]=2)=[CH:7][CH:6]=[CH:5][N:4]=1.B(Cl)(Cl)Cl.O. Given the product [CH3:17][O:16][C:13]1[CH:12]=[CH:11][C:10]([CH2:9][C:8]2[C:3](=[O:2])[NH:4][CH:5]=[CH:6][CH:7]=2)=[CH:15][CH:14]=1, predict the reactants needed to synthesize it. (5) Given the product [O:1]=[C:2]1[N:10]([CH2:11][O:12][CH2:13][CH2:14][Si:15]([CH3:17])([CH3:16])[CH3:18])[C:5]2=[N:6][CH:7]=[CH:8][CH:9]=[C:4]2[C@@:3]21[CH2:34][C:21]1=[N:22][C:23]3[CH:24]=[CH:25][C:26]([C:30]([NH:35][NH2:36])=[O:31])=[CH:27][C:28]=3[CH:29]=[C:20]1[CH2:19]2, predict the reactants needed to synthesize it. The reactants are: [O:1]=[C:2]1[N:10]([CH2:11][O:12][CH2:13][CH2:14][Si:15]([CH3:18])([CH3:17])[CH3:16])[C:5]2=[N:6][CH:7]=[CH:8][CH:9]=[C:4]2[C@@:3]21[CH2:34][C:21]1=[N:22][C:23]3[CH:24]=[CH:25][C:26]([C:30](OC)=[O:31])=[CH:27][C:28]=3[CH:29]=[C:20]1[CH2:19]2.[NH2:35][NH2:36].